Dataset: Catalyst prediction with 721,799 reactions and 888 catalyst types from USPTO. Task: Predict which catalyst facilitates the given reaction. (1) The catalyst class is: 664. Product: [C:17]([O:16][C:15]([NH:14][C:11]1([CH:8]([C:5]2[CH:6]=[CH:7][C:2]([Cl:1])=[CH:3][CH:4]=2)[C:9]([OH:27])=[O:10])[CH2:12][CH2:13]1)=[O:21])([CH3:18])([CH3:20])[CH3:19]. Reactant: [Cl:1][C:2]1[CH:7]=[CH:6][C:5]([CH:8]([C:11]2([NH:14][C:15](=[O:21])[O:16][C:17]([CH3:20])([CH3:19])[CH3:18])[CH2:13][CH2:12]2)[CH:9]=[O:10])=[CH:4][CH:3]=1.CC(=CC)C.[OH:27]P([O-])(O)=O.[K+].Cl([O-])=O.[Na+].C(O)(=O)CC(CC(O)=O)(C(O)=O)O. (2) Reactant: [CH3:1][O:2][CH2:3][CH2:4][N:5]([CH2:10][C:11]([O:13]CC1C=CC=CC=1)=[O:12])[CH2:6][CH2:7][O:8][CH3:9]. Product: [CH3:1][O:2][CH2:3][CH2:4][N:5]([CH2:10][C:11]([OH:13])=[O:12])[CH2:6][CH2:7][O:8][CH3:9]. The catalyst class is: 19. (3) Reactant: [SH:1][C:2]1[CH:3]=[C:4]([CH:8]=[CH:9][CH:10]=1)[C:5]([OH:7])=[O:6].C(=O)([O-])[O-].[K+].[K+].Br[CH:18]([CH2:21][CH3:22])[C:19]#[N:20]. Product: [C:19]([CH2:18][CH2:21][CH2:22][S:1][C:2]1[CH:3]=[C:4]([CH:8]=[CH:9][CH:10]=1)[C:5]([OH:7])=[O:6])#[N:20]. The catalyst class is: 8. (4) Reactant: [O-]CC.[Na+:4].[CH3:5][C:6]([CH3:40])([CH3:39])[CH2:7][CH2:8][C@:9]1([CH3:38])[C:18]2[C:13](=[CH:14][CH:15]=[CH:16][CH:17]=2)[C:12]([OH:19])=[C:11]([C:20]2[NH:25][C:24]3[CH:26]=[CH:27][C:28]([NH:30][S:31]([CH3:34])(=[O:33])=[O:32])=[CH:29][C:23]=3[S:22](=[O:36])(=[O:35])[N:21]=2)[C:10]1=[O:37]. Product: [CH3:5][C:6]([CH3:40])([CH3:39])[CH2:7][CH2:8][C@:9]1([CH3:38])[C:18]2[C:13](=[CH:14][CH:15]=[CH:16][CH:17]=2)[C:12]([O-:19])=[C:11]([C:20]2[NH:25][C:24]3[CH:26]=[CH:27][C:28]([NH:30][S:31]([CH3:34])(=[O:33])=[O:32])=[CH:29][C:23]=3[S:22](=[O:36])(=[O:35])[N:21]=2)[C:10]1=[O:37].[Na+:4]. The catalyst class is: 8. (5) Reactant: [OH-].[Na+].[S:3]=[C:4]1[NH:9][C:8](=[O:10])[CH:7]=[CH:6][NH:5]1.I[CH3:12]. Product: [CH3:12][S:3][C:4]1[NH:9][C:8](=[O:10])[CH:7]=[CH:6][N:5]=1. The catalyst class is: 15.